Dataset: Forward reaction prediction with 1.9M reactions from USPTO patents (1976-2016). Task: Predict the product of the given reaction. (1) Given the reactants Cl.[Cl:2][C:3]1[C:11]2[C:10]([C:12]3[CH:13]=[C:14]([NH:18][C:19](=[O:22])[CH:20]=[CH2:21])[CH:15]=[CH:16][CH:17]=3)=[N:9][C:8]([NH:23][C:24]3[CH:29]=[CH:28][CH:27]=[C:26]([N:30]4[CH2:35][CH2:34][O:33][CH2:32][CH2:31]4)[CH:25]=3)=[N:7][C:6]=2[N:5](COCC[Si](C)(C)C)[CH:4]=1.C(=O)(O)[O-].[Na+], predict the reaction product. The product is: [Cl:2][C:3]1[C:11]2[C:10]([C:12]3[CH:13]=[C:14]([NH:18][C:19](=[O:22])[CH:20]=[CH2:21])[CH:15]=[CH:16][CH:17]=3)=[N:9][C:8]([NH:23][C:24]3[CH:29]=[CH:28][CH:27]=[C:26]([N:30]4[CH2:35][CH2:34][O:33][CH2:32][CH2:31]4)[CH:25]=3)=[N:7][C:6]=2[NH:5][CH:4]=1. (2) Given the reactants [O:1]=[C:2]1[C:7]([CH2:8][C:9]2[CH:14]=[CH:13][C:12]([C:15]3[C:16]([C:21]#[N:22])=[CH:17][CH:18]=[CH:19][CH:20]=3)=[CH:11][CH:10]=2)=[C:6]([CH2:23][CH2:24][CH3:25])[N:5]2[N:26]=[CH:27][N:28]=[C:4]2[NH:3]1.[CH2:29](I)[CH3:30].C(=O)([O-])[O-].[K+].[K+].CN(C)C=O, predict the reaction product. The product is: [CH2:29]([N:3]1[C:2](=[O:1])[C:7]([CH2:8][C:9]2[CH:10]=[CH:11][C:12]([C:15]3[C:16]([C:21]#[N:22])=[CH:17][CH:18]=[CH:19][CH:20]=3)=[CH:13][CH:14]=2)=[C:6]([CH2:23][CH2:24][CH3:25])[N:5]2[N:26]=[CH:27][N:28]=[C:4]12)[CH3:30]. (3) Given the reactants [Cl:1][C:2]1[S:6][C:5]([B:7]([OH:9])[OH:8])=[CH:4][CH:3]=1.[CH3:10][C:11]([CH2:15]O)([CH2:13]O)[CH3:12], predict the reaction product. The product is: [Cl:1][C:2]1[S:6][C:5]([B:7]2[O:9][CH2:12][C:11]([CH3:15])([CH3:13])[CH2:10][O:8]2)=[CH:4][CH:3]=1. (4) Given the reactants [CH:1]([OH:4])([CH3:3])[CH3:2].[H-].[Na+].CS(O[CH2:12][C:13]1[N:18]=[CH:17][C:16]([Br:19])=[CH:15][N:14]=1)(=O)=O, predict the reaction product. The product is: [Br:19][C:16]1[CH:15]=[N:14][C:13]([CH2:12][O:4][CH:1]([CH3:3])[CH3:2])=[N:18][CH:17]=1. (5) Given the reactants [NH:1]1[C:9]2[C:4](=[CH:5][CH:6]=[CH:7][CH:8]=2)[CH:3]=[CH:2]1.[C:10](O[C:10]([C:12]([F:15])([F:14])[F:13])=[O:11])([C:12]([F:15])([F:14])[F:13])=[O:11].C(=O)(O)[O-].[Na+], predict the reaction product. The product is: [F:13][C:12]([F:15])([F:14])[C:10]([C:3]1[C:4]2[C:9](=[CH:8][CH:7]=[CH:6][CH:5]=2)[NH:1][CH:2]=1)=[O:11]. (6) Given the reactants [C:1]([O:5][C:6]([N:8]1[CH2:13][CH2:12][CH:11]([N:14]2[C:18]3=[N:19][CH:20]=[N:21][C:22]([O:23][C:24]4[CH:29]=[CH:28][CH:27]=[CH:26][CH:25]=4)=[C:17]3[CH:16]=[N:15]2)[CH2:10][CH2:9]1)=[O:7])(C)([CH3:3])[CH3:2].FC(F)(F)C(O)=O.ClC(OC(C)C)=O, predict the reaction product. The product is: [CH:1]([O:5][C:6]([N:8]1[CH2:9][CH2:10][CH:11]([N:14]2[C:18]3=[N:19][CH:20]=[N:21][C:22]([O:23][C:24]4[CH:25]=[CH:26][CH:27]=[CH:28][CH:29]=4)=[C:17]3[CH:16]=[N:15]2)[CH2:12][CH2:13]1)=[O:7])([CH3:3])[CH3:2]. (7) Given the reactants Cl[Si](Cl)(Cl)[Si](Cl)(Cl)Cl.[CH3:9][N-:10][CH3:11].[Li+].CC[C@@H]([C@H](N1N=NC([C@@H](N)CO)=C1)C(N1CCN(C2N=C(NCCOCCOCCOCC#C)N=C(N3CCN(C([C@@H](N4N=NC([C@@H](N)CO)=C4)[C@H](CC)C)=O)CC3)N=2)CC1)=O)C.Cl.[CH3:77][N:78]([Si:80]([N:92]([CH3:94])[CH3:93])([N:89]([CH3:91])[CH3:90])[Si:81]([N:86]([CH3:88])[CH3:87])([N:83]([CH3:85])[CH3:84])Cl)[CH3:79], predict the reaction product. The product is: [CH3:9][N:10]([Si:81]([N:86]([CH3:88])[CH3:87])([N:83]([CH3:85])[CH3:84])[Si:80]([N:89]([CH3:91])[CH3:90])([N:92]([CH3:93])[CH3:94])[N:78]([CH3:77])[CH3:79])[CH3:11]. (8) Given the reactants [F:1][C:2]1[CH:3]=[N:4][C:5]([N:8]2[CH2:16][CH:15]3[C:10]([C:18]4[CH:19]=[N:20][CH:21]=[CH:22][CH:23]=4)([N:11]=[C:12]([NH2:17])[S:13][CH2:14]3)[CH2:9]2)=[N:6][CH:7]=1.C(O)(C)C, predict the reaction product. The product is: [F:1][C:2]1[CH:7]=[N:6][C:5]([N:8]2[CH2:16][C@@H:15]3[C@@:10]([C:18]4[CH:19]=[N:20][CH:21]=[CH:22][CH:23]=4)([N:11]=[C:12]([NH2:17])[S:13][CH2:14]3)[CH2:9]2)=[N:4][CH:3]=1. (9) Given the reactants C([N:3]1[C:15]2[CH:14]=[CH:13][CH:12]=[CH:11][C:10]=2[C:9]2[C:4]1=[CH:5][CH:6]=[CH:7][CH:8]=2)=C.SCCC[Si](OC)(OC)OC.N(C(C)(C)C#N)=NC(C)(C)C#N, predict the reaction product. The product is: [CH:5]1[C:4]2[NH:3][C:15]3[C:10](=[CH:11][CH:12]=[CH:13][CH:14]=3)[C:9]=2[CH:8]=[CH:7][CH:6]=1. (10) Given the reactants Cl[C:2]1[N:3]=[CH:4][C:5]([C:8]([N:10]2[CH2:16][CH2:15][CH2:14][N:13]([CH:17]3[CH2:20][CH2:19][CH2:18]3)[CH2:12][CH2:11]2)=[O:9])=[N:6][CH:7]=1.[F:21][C:22]1[CH:27]=[CH:26][C:25]([OH:28])=[CH:24][CH:23]=1.C([O-])([O-])=O.[Cs+].[Cs+], predict the reaction product. The product is: [CH:17]1([N:13]2[CH2:14][CH2:15][CH2:16][N:10]([C:8]([C:5]3[CH:4]=[N:3][C:2]([O:28][C:25]4[CH:26]=[CH:27][C:22]([F:21])=[CH:23][CH:24]=4)=[CH:7][N:6]=3)=[O:9])[CH2:11][CH2:12]2)[CH2:20][CH2:19][CH2:18]1.